This data is from Full USPTO retrosynthesis dataset with 1.9M reactions from patents (1976-2016). The task is: Predict the reactants needed to synthesize the given product. (1) The reactants are: [C:1]1([C:7]2([C:12](O)=[O:13])CC[CH2:9][CH2:8]2)C=CC=C[CH:2]=1.[F:15][C:16]([F:34])([F:33])[C:17]1[CH:18]=[C:19]([CH:30]=[CH:31][CH:32]=1)[CH2:20][N:21]1[CH2:25][C@H:24]2[C@@H:26]([NH2:29])[CH2:27][CH2:28][C@H:23]2[CH2:22]1.C(N1C[C@H]2C(N)CC[C@H]2C1)C1C=CC=CC=1. Given the product [CH2:1]([CH:7]([CH2:8][CH3:9])[C:12]([NH:29][C@@H:26]1[C@H:24]2[C@H:23]([CH2:22][N:21]([CH2:20][C:19]3[CH:30]=[CH:31][CH:32]=[C:17]([C:16]([F:33])([F:15])[F:34])[CH:18]=3)[CH2:25]2)[CH2:28][CH2:27]1)=[O:13])[CH3:2], predict the reactants needed to synthesize it. (2) Given the product [O:5]1[CH:6]=[CH:7][CH:8]=[C:4]1[C:1]1[N:36]=[C:34]([C:33]2[CH:37]=[CH:38][C:30]([O:29][CH3:28])=[CH:31][CH:32]=2)[S:35][CH:2]=1, predict the reactants needed to synthesize it. The reactants are: [C:1]([C:4]1[O:5][CH:6]=[CH:7][CH:8]=1)(=O)[CH3:2].OC1C(OS(C2C=CC(C)=CC=2)(=O)=O)=C(I)C=CC=1.[CH3:28][O:29][C:30]1[CH:38]=[CH:37][C:33]([C:34]([NH2:36])=[S:35])=[CH:32][CH:31]=1.C(O)C.